From a dataset of Retrosynthesis with 50K atom-mapped reactions and 10 reaction types from USPTO. Predict the reactants needed to synthesize the given product. Given the product CN1CC[C@]23c4c5ccc(OCCCN6C(=O)c7ccccc7C6=O)c4O[C@H]2[C@@H](O)C=C[C@H]3[C@H]1C5, predict the reactants needed to synthesize it. The reactants are: CN1CC[C@]23c4c5ccc(O)c4O[C@H]2[C@@H](O)C=C[C@H]3[C@H]1C5.O=C1c2ccccc2C(=O)N1CCCBr.